This data is from Reaction yield outcomes from USPTO patents with 853,638 reactions. The task is: Predict the reaction yield, written as a fraction of the theoretical maximum amount of product (1.0 means a 100% yield; for example, 0.34 means a 34% yield). (1) The reactants are [C@@H:1]12[C:10](=[O:11])[O:9][C:7](=[O:8])[C@@H:2]1[CH2:3][CH2:4][CH2:5][CH2:6]2.[NH:12]1[CH2:17][CH2:16][O:15][CH2:14][CH2:13]1. The catalyst is C(Cl)Cl. The product is [N:12]1([C:7]([CH:2]2[CH2:3][CH2:4][CH2:5][CH2:6][CH:1]2[C:10]([OH:9])=[O:11])=[O:8])[CH2:17][CH2:16][O:15][CH2:14][CH2:13]1. The yield is 0.900. (2) The product is [N+:2]([C:5]1[CH:6]=[CH:7][C:8]([CH2:9][NH:10][C:14](=[O:22])[CH2:15][CH2:16][C:17]([O:19][CH2:20][CH3:21])=[O:18])=[CH:11][CH:12]=1)([O-:4])=[O:3]. The reactants are Cl.[N+:2]([C:5]1[CH:12]=[CH:11][C:8]([CH2:9][NH2:10])=[CH:7][CH:6]=1)([O-:4])=[O:3].Cl[C:14](=[O:22])[CH2:15][CH2:16][C:17]([O:19][CH2:20][CH3:21])=[O:18].C(=O)([O-])O.[Na+]. The yield is 0.870. The catalyst is C(OCC)(=O)C. (3) The reactants are [CH2:1]([O:3][C:4](=[O:18])[CH2:5][N:6]([CH2:8][CH2:9][C@H:10]([OH:17])[C:11]1[CH:16]=[CH:15][CH:14]=[CH:13][CH:12]=1)[CH3:7])[CH3:2].[C:19]([C:23]1[CH:28]=[CH:27][C:26](O)=[CH:25][CH:24]=1)([CH3:22])([CH3:21])[CH3:20]. The catalyst is C(Cl)(Cl)Cl. The product is [CH2:1]([O:3][C:4](=[O:18])[CH2:5][N:6]([CH2:8][CH2:9][C@H:10]([C:11]1[CH:16]=[CH:15][CH:14]=[CH:13][CH:12]=1)[O:17][C:26]1[CH:27]=[CH:28][C:23]([C:19]([CH3:22])([CH3:21])[CH3:20])=[CH:24][CH:25]=1)[CH3:7])[CH3:2]. The yield is 0.410. (4) The reactants are [F:1][C:2]1[CH:3]=[C:4]2[C:8](=[CH:9][CH:10]=1)[NH:7][C:6](=[O:11])[C:5]2=[CH:12][C:13]1[CH:29]=[CH:28][C:16]([C:17]([NH:19][CH2:20][CH2:21][CH2:22][CH2:23][CH2:24][C:25](O)=[O:26])=[O:18])=[CH:15][CH:14]=1.Cl.C(N=C=NCCCN(C)C)C.O[C:43]1[C:51]2[N:50]=N[NH:48][C:47]=2[CH:46]=[CH:45][CH:44]=1.C(N(CC)CC)C.C1(N)C=CC=CC=1N. The catalyst is [Cl-].[Na+].O.CN(C=O)C. The product is [F:1][C:2]1[CH:3]=[C:4]2[C:8](=[CH:9][CH:10]=1)[NH:7][C:6](=[O:11])[C:5]2=[CH:12][C:13]1[CH:29]=[CH:28][C:16]([C:17]([NH:19][CH2:20][CH2:21][CH2:22][CH2:23][CH2:24][C:25]([NH:48][C:47]2[CH:46]=[CH:45][CH:44]=[CH:43][C:51]=2[NH2:50])=[O:26])=[O:18])=[CH:15][CH:14]=1. The yield is 0.810. (5) The catalyst is C1COCC1.C(Cl)(Cl)Cl. The product is [CH:3]1([O:8][CH2:10][C:11]([N:13]2[CH2:14][CH2:15][C:16]3([C:20](=[O:21])[N:19]([C:22]4[CH:27]=[CH:26][C:25]([O:28][C:29]([F:30])([F:31])[F:32])=[CH:24][CH:23]=4)[CH2:18][CH2:17]3)[CH2:33][CH2:34]2)=[O:12])[CH2:7][CH2:6][CH2:5][CH2:4]1. The reactants are [H-].[Na+].[CH:3]1([OH:8])[CH2:7][CH2:6][CH2:5][CH2:4]1.Cl[CH2:10][C:11]([N:13]1[CH2:34][CH2:33][C:16]2([C:20](=[O:21])[N:19]([C:22]3[CH:27]=[CH:26][C:25]([O:28][C:29]([F:32])([F:31])[F:30])=[CH:24][CH:23]=3)[CH2:18][CH2:17]2)[CH2:15][CH2:14]1)=[O:12]. The yield is 0.340. (6) The reactants are [Cl:1][C:2]1[C:3]([N:13]2[CH2:18][CH2:17][N:16](C(OC(C)(C)C)=O)[CH2:15][CH2:14]2)=[N:4][CH:5]=[C:6]([C:8]([CH:10]2[CH2:12][CH2:11]2)=[O:9])[CH:7]=1.[ClH:26]. The catalyst is CO.CCOC(C)=O.O1CCOCC1. The product is [ClH:1].[ClH:26].[Cl:1][C:2]1[CH:7]=[C:6]([C:8]([CH:10]2[CH2:11][CH2:12]2)=[O:9])[CH:5]=[N:4][C:3]=1[N:13]1[CH2:18][CH2:17][NH:16][CH2:15][CH2:14]1. The yield is 1.00. (7) The reactants are [OH:1][CH2:2][C:3]1[CH:8]=[CH:7][C:6]([C:9]2[S:13](=[O:15])(=[O:14])[NH:12][C:11](=[O:16])[CH:10]=2)=[CH:5][CH:4]=1.[O:17]([C:24]1[CH:31]=[CH:30][C:27]([CH:28]=O)=[CH:26][CH:25]=1)[C:18]1[CH:23]=[CH:22][CH:21]=[CH:20][CH:19]=1.C([SiH](CC)CC)C. The catalyst is Cl.O1CCOCC1. The product is [O:17]([C:24]1[CH:25]=[CH:26][C:27]([CH2:28][O:1][CH2:2][C:3]2[CH:4]=[CH:5][C:6]([C:9]3[S:13](=[O:15])(=[O:14])[NH:12][C:11](=[O:16])[CH:10]=3)=[CH:7][CH:8]=2)=[CH:30][CH:31]=1)[C:18]1[CH:19]=[CH:20][CH:21]=[CH:22][CH:23]=1. The yield is 0.0500.